This data is from Reaction yield outcomes from USPTO patents with 853,638 reactions. The task is: Predict the reaction yield, written as a fraction of the theoretical maximum amount of product (1.0 means a 100% yield; for example, 0.34 means a 34% yield). The reactants are O[N:2]=[C:3]([C:5]1[C:6]([OH:32])=[CH:7][C:8]2[O:31][CH2:30][C:11]3([C:19]4[C:14](=[CH:15][CH:16]=[CH:17][CH:18]=4)[N:13]([CH2:20][C:21]4[CH:26]=[CH:25][C:24]([O:27][CH3:28])=[CH:23][CH:22]=4)[C:12]3=[O:29])[C:9]=2[CH:10]=1)[NH2:4].C1(P(C2C=CC=CC=2)C2C=CC=CC=2)C=CC=CC=1.N(C(OCC)=O)=NC(OCC)=O.[OH-].[Na+]. The catalyst is O1CCCC1. The product is [NH2:4][C:3]1[C:5]2[CH:10]=[C:9]3[C:11]4([C:19]5[C:14](=[CH:15][CH:16]=[CH:17][CH:18]=5)[N:13]([CH2:20][C:21]5[CH:26]=[CH:25][C:24]([O:27][CH3:28])=[CH:23][CH:22]=5)[C:12]4=[O:29])[CH2:30][O:31][C:8]3=[CH:7][C:6]=2[O:32][N:2]=1. The yield is 0.190.